From a dataset of Peptide-MHC class I binding affinity with 185,985 pairs from IEDB/IMGT. Regression. Given a peptide amino acid sequence and an MHC pseudo amino acid sequence, predict their binding affinity value. This is MHC class I binding data. The peptide sequence is RVYVAQKRK. The MHC is HLA-B18:01 with pseudo-sequence HLA-B18:01. The binding affinity (normalized) is 0.0847.